From a dataset of Reaction yield outcomes from USPTO patents with 853,638 reactions. Predict the reaction yield, written as a fraction of the theoretical maximum amount of product (1.0 means a 100% yield; for example, 0.34 means a 34% yield). (1) The reactants are [CH:1]1[C:6]2[CH2:7][C@H:8]3[N:13](CC4CC4)[CH2:12][CH2:11][C@:10]45[C@H:18]([C:20]([CH2:22][CH2:23][C@@:9]34[OH:24])=[O:21])[O:19][C:4]([C:5]=25)=[C:3]([OH:25])[CH:2]=1.Cl.[F:27][C:28]([F:33])([F:32])[CH2:29][CH2:30]Br.C([O-])(O)=O.[Na+]. The catalyst is CN(C=O)C. The product is [F:27][C:28]([F:33])([F:32])[CH2:29][CH2:30][N:13]1[CH2:12][CH2:11][C@:10]23[C:5]4[C:4]5[O:19][C@H:18]2[C:20](=[O:21])[CH2:22][CH2:23][C@@:9]3([OH:24])[C@H:8]1[CH2:7][C:6]=4[CH:1]=[CH:2][C:3]=5[OH:25]. The yield is 0.470. (2) The reactants are [Cl:1][C:2]1[C:3](O)=[N:4][C:5]2[C:10]([N:11]=1)=[CH:9][C:8](OC)=[CH:7][CH:6]=2.[C:15]([O-:18])([O-])=O.[Cs+].[Cs+].BrC1C=CC(S([O:31][C@@H:32]2[CH2:36][N:35]([C:37]([O:39][C:40]([CH3:43])([CH3:42])[CH3:41])=[O:38])[C@H:34]([C:44]([O:46][CH3:47])=[O:45])[CH2:33]2)(=O)=O)=CC=1. The catalyst is CN1C(=O)CCC1.O.CCOC(C)=O. The product is [Cl:1][C:2]1[C:3]([O:31][C@H:32]2[CH2:36][N:35]([C:37]([O:39][C:40]([CH3:41])([CH3:42])[CH3:43])=[O:38])[C@H:34]([C:44]([O:46][CH3:47])=[O:45])[CH2:33]2)=[N:4][C:5]2[C:10]([N:11]=1)=[CH:9][CH:8]=[C:7]([O:18][CH3:15])[CH:6]=2. The yield is 0.350. (3) The reactants are [N:1]1[C:9]2[C:4](=[N:5][CH:6]=[CH:7][CH:8]=2)[N:3]([CH2:10][C:11]2[CH:21]=[CH:20][C:14]3[N:15]=[C:16](SC)[O:17][C:13]=3[CH:12]=2)[CH:2]=1.[CH2:22]1[C:30]2[C:25](=[CH:26][CH:27]=[CH:28][CH:29]=2)[C@@H:24]([NH2:31])[C@@H:23]1[OH:32].CCN(C(C)C)C(C)C. The catalyst is CC(N(C)C)=O. The product is [N:1]1[C:9]2[C:4](=[N:5][CH:6]=[CH:7][CH:8]=2)[N:3]([CH2:10][C:11]2[CH:21]=[CH:20][C:14]3[N:15]=[C:16]([NH:31][C@@H:24]4[C:25]5[C:30](=[CH:29][CH:28]=[CH:27][CH:26]=5)[CH2:22][C@H:23]4[OH:32])[O:17][C:13]=3[CH:12]=2)[CH:2]=1. The yield is 0.260.